From a dataset of Catalyst prediction with 721,799 reactions and 888 catalyst types from USPTO. Predict which catalyst facilitates the given reaction. Reactant: [CH:1](NC(C)C)(C)C.C([Li])CCC.[CH3:13][S:14][C:15]1[N:16]=[CH:17][C:18]2[CH:23]([C:24]([O:26][CH3:27])=[O:25])[N:22]([C:28]([O:30][C:31]([CH3:34])([CH3:33])[CH3:32])=[O:29])[CH2:21][C:19]=2[N:20]=1.CI. Product: [CH3:1][C:23]1([C:24]([O:26][CH3:27])=[O:25])[C:18]2[CH:17]=[N:16][C:15]([S:14][CH3:13])=[N:20][C:19]=2[CH2:21][N:22]1[C:28]([O:30][C:31]([CH3:34])([CH3:33])[CH3:32])=[O:29]. The catalyst class is: 1.